From a dataset of Merck oncology drug combination screen with 23,052 pairs across 39 cell lines. Regression. Given two drug SMILES strings and cell line genomic features, predict the synergy score measuring deviation from expected non-interaction effect. (1) Drug 1: CC(C)CC(NC(=O)C(Cc1ccccc1)NC(=O)c1cnccn1)B(O)O. Drug 2: COC1=C2CC(C)CC(OC)C(O)C(C)C=C(C)C(OC(N)=O)C(OC)C=CC=C(C)C(=O)NC(=CC1=O)C2=O. Cell line: VCAP. Synergy scores: synergy=-3.42. (2) Drug 2: CC1CC2C3CCC4=CC(=O)C=CC4(C)C3(F)C(O)CC2(C)C1(O)C(=O)CO. Drug 1: O=S1(=O)NC2(CN1CC(F)(F)F)C1CCC2Cc2cc(C=CCN3CCC(C(F)(F)F)CC3)ccc2C1. Synergy scores: synergy=4.09. Cell line: SW620. (3) Drug 1: CN(C)C(=N)N=C(N)N. Drug 2: Cn1nnc2c(C(N)=O)ncn2c1=O. Cell line: RPMI7951. Synergy scores: synergy=4.33. (4) Synergy scores: synergy=-164. Drug 1: COc1cc(C2c3cc4c(cc3C(OC3OC5COC(C)OC5C(O)C3O)C3COC(=O)C23)OCO4)cc(OC)c1O. Drug 2: C#Cc1cccc(Nc2ncnc3cc(OCCOC)c(OCCOC)cc23)c1. Cell line: NCIH23. (5) Drug 1: O=S1(=O)NC2(CN1CC(F)(F)F)C1CCC2Cc2cc(C=CCN3CCC(C(F)(F)F)CC3)ccc2C1. Drug 2: Cc1nc(Nc2ncc(C(=O)Nc3c(C)cccc3Cl)s2)cc(N2CCN(CCO)CC2)n1. Cell line: COLO320DM. Synergy scores: synergy=8.29. (6) Drug 1: O=C(O)C1(Cc2cccc(Nc3nccs3)n2)CCC(Oc2cccc(Cl)c2F)CC1. Drug 2: CCc1cnn2c(NCc3ccc[n+]([O-])c3)cc(N3CCCCC3CCO)nc12. Cell line: OV90. Synergy scores: synergy=-7.18. (7) Drug 1: N.N.O=C(O)C1(C(=O)O)CCC1.[Pt]. Drug 2: Cn1cc(-c2cnn3c(N)c(Br)c(C4CCCNC4)nc23)cn1. Cell line: NCIH520. Synergy scores: synergy=5.05. (8) Drug 1: N#Cc1ccc(Cn2cncc2CN2CCN(c3cccc(Cl)c3)C(=O)C2)cc1. Drug 2: C#Cc1cccc(Nc2ncnc3cc(OCCOC)c(OCCOC)cc23)c1. Cell line: HCT116. Synergy scores: synergy=7.13.